Task: Regression/Classification. Given a drug SMILES string, predict its absorption, distribution, metabolism, or excretion properties. Task type varies by dataset: regression for continuous measurements (e.g., permeability, clearance, half-life) or binary classification for categorical outcomes (e.g., BBB penetration, CYP inhibition). Dataset: cyp2c9_veith.. Dataset: CYP2C9 inhibition data for predicting drug metabolism from PubChem BioAssay (1) The drug is COCCn1c(=O)cnc2cnc(N3CCN(C)CC3)nc21. The result is 0 (non-inhibitor). (2) The drug is CC(=O)OC[C@@H]1O[C@@H](O/N=C2/C[C@@H](O)[C@@H](O)[C@H]3[C@@H]2CC[C@@H]2C(=O)N(C4CCCCC4)C(=O)[C@H]23)[C@H](OC(C)=O)[C@H](OC(C)=O)[C@@H]1OC(C)=O. The result is 0 (non-inhibitor).